Dataset: Forward reaction prediction with 1.9M reactions from USPTO patents (1976-2016). Task: Predict the product of the given reaction. Given the reactants [Br:1][C:2]1[CH:7]=[CH:6][CH:5]=[CH:4][C:3]=1[NH:8][C:9]([C:11]1[CH:16]=[C:15](Cl)[N:14]=[C:13]([C:18]2[CH:23]=[CH:22][CH:21]=[CH:20][CH:19]=2)[N:12]=1)=[O:10].[CH3:24][N:25]([CH3:29])[CH2:26][CH2:27][NH2:28], predict the reaction product. The product is: [Br:1][C:2]1[CH:7]=[CH:6][CH:5]=[CH:4][C:3]=1[NH:8][C:9]([C:11]1[CH:16]=[C:15]([NH:28][CH2:27][CH2:26][N:25]([CH3:29])[CH3:24])[N:14]=[C:13]([C:18]2[CH:23]=[CH:22][CH:21]=[CH:20][CH:19]=2)[N:12]=1)=[O:10].